From a dataset of Forward reaction prediction with 1.9M reactions from USPTO patents (1976-2016). Predict the product of the given reaction. (1) Given the reactants [C:1]([C:3]1[CH:4]=[C:5]([CH:11]=[CH:12][C:13]=1[OH:14])[C:6]([O:8][CH2:9][CH3:10])=[O:7])#[N:2].CCN(CC)CC.[O:22](S(C(F)(F)F)(=O)=O)[S:23]([C:26]([F:29])([F:28])[F:27])(=O)=[O:24], predict the reaction product. The product is: [C:1]([C:3]1[CH:4]=[C:5]([CH:11]=[CH:12][C:13]=1[O:14][S:23]([C:26]([F:29])([F:28])[F:27])(=[O:24])=[O:22])[C:6]([O:8][CH2:9][CH3:10])=[O:7])#[N:2]. (2) Given the reactants [OH:1][C:2]1[CH:3]=[C:4]([CH:6]=[CH:7][CH:8]=1)[NH2:5].Cl[C:10]1[N:15]=[C:14]([NH:16][C:17]2[CH:22]=[C:21]3[O:23][CH2:24][O:25][C:18]=2[C:19]([F:27])=[C:20]3[F:26])[C:13]([F:28])=[CH:12][N:11]=1, predict the reaction product. The product is: [F:27][C:19]1[C:18]2[O:25][CH2:24][O:23][C:21]([C:20]=1[F:26])=[CH:22][C:17]=2[NH:16][C:14]1[C:13]([F:28])=[CH:12][N:11]=[C:10]([NH:5][C:4]2[CH:6]=[CH:7][CH:8]=[C:2]([OH:1])[CH:3]=2)[N:15]=1. (3) Given the reactants [CH2:1]([O:8][C:9]([C:11]1([CH:17](OS(C(F)(F)F)(=O)=O)[CH3:18])[CH2:16][CH2:15][CH2:14][O:13][CH2:12]1)=[O:10])[C:2]1[CH:7]=[CH:6][CH:5]=[CH:4][CH:3]=1.N12CCCN=C1CCCCC2, predict the reaction product. The product is: [CH2:1]([O:8][C:9]([C:11]1([CH:17]=[CH2:18])[CH2:16][CH2:15][CH2:14][O:13][CH2:12]1)=[O:10])[C:2]1[CH:3]=[CH:4][CH:5]=[CH:6][CH:7]=1. (4) Given the reactants [C:1]([O:5][C:6](=[O:25])[NH:7][C:8]1[CH:13]=[CH:12][C:11]([CH3:14])=[C:10]([O:15][C:16]2[CH:17]=[N:18][C:19]([N+:22]([O-])=O)=[CH:20][CH:21]=2)[CH:9]=1)([CH3:4])([CH3:3])[CH3:2], predict the reaction product. The product is: [C:1]([O:5][C:6](=[O:25])[NH:7][C:8]1[CH:13]=[CH:12][C:11]([CH3:14])=[C:10]([O:15][C:16]2[CH:17]=[N:18][C:19]([NH2:22])=[CH:20][CH:21]=2)[CH:9]=1)([CH3:4])([CH3:2])[CH3:3]. (5) The product is: [CH2:32]([O:31][C@@H:4]([CH2:5][C:6]1[C:7]([CH3:30])=[CH:8][C:9]([O:13][CH2:14][C:15]2[N:16]=[C:17]([C:21]3[CH:22]=[CH:23][C:24]([CH:27]([CH3:29])[CH3:28])=[CH:25][CH:26]=3)[O:18][C:19]=2[CH3:20])=[CH:10][C:11]=1[CH3:12])[C:3]([OH:34])=[O:2])[CH3:33]. Given the reactants C[O:2][C:3](=[O:34])[C@@H:4]([O:31][CH2:32][CH3:33])[CH2:5][C:6]1[C:11]([CH3:12])=[CH:10][C:9]([O:13][CH2:14][C:15]2[N:16]=[C:17]([C:21]3[CH:26]=[CH:25][C:24]([CH:27]([CH3:29])[CH3:28])=[CH:23][CH:22]=3)[O:18][C:19]=2[CH3:20])=[CH:8][C:7]=1[CH3:30].[Li+].[OH-], predict the reaction product. (6) Given the reactants [Cl:1][C:2]1[CH:17]=[CH:16][CH:15]=[C:14]([Cl:18])[C:3]=1[C:4]([NH:6][C@@H:7]([CH2:11][CH:12]=[CH2:13])[C:8]([OH:10])=[O:9])=[O:5].S(Cl)(Cl)=O.O.[C:24](=O)([O-])O.[Na+], predict the reaction product. The product is: [CH3:24][O:9][C:8](=[O:10])[C@@H:7]([NH:6][C:4](=[O:5])[C:3]1[C:2]([Cl:1])=[CH:17][CH:16]=[CH:15][C:14]=1[Cl:18])[CH2:11][CH:12]=[CH2:13]. (7) Given the reactants [NH2:1][C:2]1[C:3]2[C:10]([C:11]3[CH:16]=[CH:15][C:14]([Cl:17])=[CH:13][CH:12]=3)=[CH:9][N:8]([C:18]3[CH:19]=[C:20]([CH:23]=[CH:24][CH:25]=3)[CH:21]=O)[C:4]=2[N:5]=[CH:6][N:7]=1.[O:26]=[C:27]([N:31]1[CH2:35][CH2:34][CH2:33][CH2:32]1)[CH2:28][C:29]#[N:30].N12CCCN=C1CCCCC2, predict the reaction product. The product is: [NH2:1][C:2]1[C:3]2[C:10]([C:11]3[CH:12]=[CH:13][C:14]([Cl:17])=[CH:15][CH:16]=3)=[CH:9][N:8]([C:18]3[CH:19]=[C:20](/[CH:21]=[C:28](/[C:27]([N:31]4[CH2:35][CH2:34][CH2:33][CH2:32]4)=[O:26])\[C:29]#[N:30])[CH:23]=[CH:24][CH:25]=3)[C:4]=2[N:5]=[CH:6][N:7]=1.